This data is from CYP2C19 inhibition data for predicting drug metabolism from PubChem BioAssay. The task is: Regression/Classification. Given a drug SMILES string, predict its absorption, distribution, metabolism, or excretion properties. Task type varies by dataset: regression for continuous measurements (e.g., permeability, clearance, half-life) or binary classification for categorical outcomes (e.g., BBB penetration, CYP inhibition). Dataset: cyp2c19_veith. The result is 0 (non-inhibitor). The drug is O=C(c1ccc(F)cc1)C1CCN(CCn2c(=S)[nH]c3ccccc3c2=O)CC1.